Dataset: Merck oncology drug combination screen with 23,052 pairs across 39 cell lines. Task: Regression. Given two drug SMILES strings and cell line genomic features, predict the synergy score measuring deviation from expected non-interaction effect. (1) Drug 1: COC1CC2CCC(C)C(O)(O2)C(=O)C(=O)N2CCCCC2C(=O)OC(C(C)CC2CCC(OP(C)(C)=O)C(OC)C2)CC(=O)C(C)C=C(C)C(O)C(OC)C(=O)C(C)CC(C)C=CC=CC=C1C. Drug 2: Cn1cc(-c2cnn3c(N)c(Br)c(C4CCCNC4)nc23)cn1. Cell line: RKO. Synergy scores: synergy=60.0. (2) Drug 1: CC(C)CC(NC(=O)C(Cc1ccccc1)NC(=O)c1cnccn1)B(O)O. Drug 2: CCc1c2c(nc3ccc(O)cc13)-c1cc3c(c(=O)n1C2)COC(=O)C3(O)CC. Cell line: VCAP. Synergy scores: synergy=7.50. (3) Drug 1: CCC1(O)CC2CN(CCc3c([nH]c4ccccc34)C(C(=O)OC)(c3cc4c(cc3OC)N(C)C3C(O)(C(=O)OC)C(OC(C)=O)C5(CC)C=CCN6CCC43C65)C2)C1. Drug 2: O=C(CCCCCCC(=O)Nc1ccccc1)NO. Cell line: CAOV3. Synergy scores: synergy=-37.2. (4) Drug 1: N.N.O=C(O)C1(C(=O)O)CCC1.[Pt]. Drug 2: CC1(c2nc3c(C(N)=O)cccc3[nH]2)CCCN1. Cell line: OVCAR3. Synergy scores: synergy=-14.5. (5) Drug 1: N#Cc1ccc(Cn2cncc2CN2CCN(c3cccc(Cl)c3)C(=O)C2)cc1. Drug 2: Cn1c(=O)n(-c2ccc(C(C)(C)C#N)cc2)c2c3cc(-c4cnc5ccccc5c4)ccc3ncc21. Cell line: HT29. Synergy scores: synergy=43.3. (6) Drug 1: CC1(c2nc3c(C(N)=O)cccc3[nH]2)CCCN1. Drug 2: COC1=C2CC(C)CC(OC)C(O)C(C)C=C(C)C(OC(N)=O)C(OC)C=CC=C(C)C(=O)NC(=CC1=O)C2=O. Cell line: RKO. Synergy scores: synergy=33.8. (7) Drug 1: O=c1[nH]cc(F)c(=O)[nH]1. Drug 2: COC1CC2CCC(C)C(O)(O2)C(=O)C(=O)N2CCCCC2C(=O)OC(C(C)CC2CCC(OP(C)(C)=O)C(OC)C2)CC(=O)C(C)C=C(C)C(O)C(OC)C(=O)C(C)CC(C)C=CC=CC=C1C. Cell line: MSTO. Synergy scores: synergy=-34.4. (8) Drug 1: O=C(CCCCCCC(=O)Nc1ccccc1)NO. Drug 2: CS(=O)(=O)CCNCc1ccc(-c2ccc3ncnc(Nc4ccc(OCc5cccc(F)c5)c(Cl)c4)c3c2)o1. Cell line: NCIH1650. Synergy scores: synergy=5.54.